From a dataset of Full USPTO retrosynthesis dataset with 1.9M reactions from patents (1976-2016). Predict the reactants needed to synthesize the given product. (1) The reactants are: COC(OC)[CH2:4][C@H:5]1[CH2:16][CH2:15][C:14]2[S:13][C:12]3[N:11]=[CH:10][N:9]=[C:8]([O:17][CH:18]4[CH2:23][CH2:22][CH:21]([N:24]([CH3:32])C(=O)OC(C)(C)C)[CH2:20][CH2:19]4)[C:7]=3[C:6]1=2.[Si]([C:39]#[N:40])(C)(C)C.B(F)(F)F.C[CH2:46][O:47][CH2:48]C. Given the product [CH3:46][O:47][CH:48]([CH2:4][C@H:5]1[CH2:16][CH2:15][C:14]2[S:13][C:12]3[N:11]=[CH:10][N:9]=[C:8]([O:17][CH:18]4[CH2:23][CH2:22][CH:21]([NH:24][CH3:32])[CH2:20][CH2:19]4)[C:7]=3[C:6]1=2)[C:39]#[N:40], predict the reactants needed to synthesize it. (2) Given the product [C:1]([O:6][N:7]1[C:11](=[O:12])[CH2:10][CH2:9][C:8]1=[O:13])(=[O:5])[C:2]([CH3:4])=[CH2:3].[CH:14]([NH:17][C:18](=[O:22])[C:19]([CH3:21])=[CH2:20])([CH3:16])[CH3:15], predict the reactants needed to synthesize it. The reactants are: [C:1]([O:6][N:7]1[C:11](=[O:12])[CH2:10][CH2:9][C:8]1=[O:13])(=[O:5])[C:2]([CH3:4])=[CH2:3].[CH:14]([NH:17][C:18](=[O:22])[C:19]([CH3:21])=[CH2:20])([CH3:16])[CH3:15]. (3) Given the product [CH3:15][O:16][C:17]1[CH:22]=[CH:21][CH:20]=[CH:19][C:18]=1[C:2]1[N:7]=[N:6][C:5]([NH2:8])=[N:4][C:3]=1[C:9]1[CH:14]=[CH:13][CH:12]=[CH:11][CH:10]=1, predict the reactants needed to synthesize it. The reactants are: Br[C:2]1[N:7]=[N:6][C:5]([NH2:8])=[N:4][C:3]=1[C:9]1[CH:14]=[CH:13][CH:12]=[CH:11][CH:10]=1.[CH3:15][O:16][C:17]1[CH:22]=[CH:21][CH:20]=[CH:19][C:18]=1B(O)O. (4) Given the product [CH3:1][C:2]1[C:3]([C:21]2[NH:23][N:34]=[C:32]([CH3:31])[N:25]=2)=[C:4]([NH:7][C:8](=[O:20])[CH2:9][C:10]2[CH:19]=[CH:18][CH:17]=[C:16]3[C:11]=2[N:12]=[CH:13][CH:14]=[N:15]3)[S:5][CH:6]=1, predict the reactants needed to synthesize it. The reactants are: [CH3:1][C:2]1[C:3]([C:21]([NH2:23])=O)=[C:4]([NH:7][C:8](=[O:20])[CH2:9][C:10]2[CH:19]=[CH:18][CH:17]=[C:16]3[C:11]=2[N:12]=[CH:13][CH:14]=[N:15]3)[S:5][CH:6]=1.C[N:25](C=O)C.NN.[CH3:31][C:32]([N:34](C)C)=O.CC(N(C)C)=O. (5) Given the product [Cl:1][C:2]1[C:7]([C:8]2([CH3:14])[CH2:13][CH2:12][CH2:11][CH2:10][CH2:9]2)=[CH:6][C:5]2[N:4]([C:19]([C:18]3[CH:23]=[CH:24][C:25]([F:27])=[CH:26][C:17]=3[F:16])=[N:21][N:22]=2)[N:3]=1, predict the reactants needed to synthesize it. The reactants are: [Cl:1][C:2]1[N:3]=[N:4][C:5](Cl)=[CH:6][C:7]=1[C:8]1([CH3:14])[CH2:13][CH2:12][CH2:11][CH2:10][CH2:9]1.[F:16][C:17]1[CH:26]=[C:25]([F:27])[CH:24]=[CH:23][C:18]=1[C:19]([NH:21][NH2:22])=O.Cl.C(N(CC)CC)C.